From a dataset of Reaction yield outcomes from USPTO patents with 853,638 reactions. Predict the reaction yield, written as a fraction of the theoretical maximum amount of product (1.0 means a 100% yield; for example, 0.34 means a 34% yield). The reactants are [NH2:1][C:2]1[CH:10]=[C:9]([F:11])[CH:8]=[CH:7][C:3]=1[C:4](O)=[O:5].[CH:12]([N:15](C(C)C)CC)(C)C.C1CN([P+](ON2N=NC3C=CC=CC2=3)(N2CCCC2)N2CCCC2)CC1.F[P-](F)(F)(F)(F)F.CN.C1COCC1. The catalyst is C(Cl)Cl. The product is [NH2:1][C:2]1[CH:10]=[C:9]([F:11])[CH:8]=[CH:7][C:3]=1[C:4]([NH:15][CH3:12])=[O:5]. The yield is 0.620.